Dataset: Forward reaction prediction with 1.9M reactions from USPTO patents (1976-2016). Task: Predict the product of the given reaction. (1) Given the reactants [Si]([O:8][C:9]1[C:13]2[CH:14]=[CH:15][C:16]([O:18][CH2:19][CH2:20][Cl:21])=[CH:17][C:12]=2[O:11][C:10]=1[C:22]1[CH:27]=[CH:26][C:25]([Cl:28])=[CH:24][CH:23]=1)(C(C)(C)C)(C)C, predict the reaction product. The product is: [Cl:21][CH2:20][CH2:19][O:18][C:16]1[CH:15]=[CH:14][C:13]2[C:9](=[O:8])[CH:10]([C:22]3[CH:27]=[CH:26][C:25]([Cl:28])=[CH:24][CH:23]=3)[O:11][C:12]=2[CH:17]=1. (2) Given the reactants [CH3:1][C:2]1[CH:3]=[C:4]([C:8](=O)[CH3:9])[CH:5]=[CH:6][CH:7]=1.[CH3:11][C:12]([S@:15]([NH2:17])=[O:16])([CH3:14])[CH3:13], predict the reaction product. The product is: [CH3:11][C:12]([S@:15](/[N:17]=[C:8](/[C:4]1[CH:3]=[C:2]([CH3:1])[CH:7]=[CH:6][CH:5]=1)\[CH3:9])=[O:16])([CH3:14])[CH3:13]. (3) Given the reactants C(OC(=O)[NH:7][C:8]1[S:9][CH:10]=[C:11]([CH2:13][N:14]([CH3:22])[C:15]([C@H:17]2[CH2:21][CH2:20][CH2:19][O:18]2)=[O:16])[N:12]=1)(C)(C)C.C(O)(C(F)(F)F)=O, predict the reaction product. The product is: [NH2:7][C:8]1[S:9][CH:10]=[C:11]([CH2:13][N:14]([CH3:22])[C:15]([C@H:17]2[CH2:21][CH2:20][CH2:19][O:18]2)=[O:16])[N:12]=1.